This data is from NCI-60 drug combinations with 297,098 pairs across 59 cell lines. The task is: Regression. Given two drug SMILES strings and cell line genomic features, predict the synergy score measuring deviation from expected non-interaction effect. (1) Drug 1: CN(CC1=CN=C2C(=N1)C(=NC(=N2)N)N)C3=CC=C(C=C3)C(=O)NC(CCC(=O)O)C(=O)O. Drug 2: C(CN)CNCCSP(=O)(O)O. Cell line: KM12. Synergy scores: CSS=45.2, Synergy_ZIP=-1.38, Synergy_Bliss=-2.97, Synergy_Loewe=-67.7, Synergy_HSA=-5.03. (2) Synergy scores: CSS=-1.94, Synergy_ZIP=0.343, Synergy_Bliss=-2.19, Synergy_Loewe=-2.97, Synergy_HSA=-3.58. Drug 2: C(=O)(N)NO. Drug 1: CCN(CC)CCNC(=O)C1=C(NC(=C1C)C=C2C3=C(C=CC(=C3)F)NC2=O)C. Cell line: OVCAR-4.